Dataset: Reaction yield outcomes from USPTO patents with 853,638 reactions. Task: Predict the reaction yield, written as a fraction of the theoretical maximum amount of product (1.0 means a 100% yield; for example, 0.34 means a 34% yield). The reactants are [CH2:1]([NH:3][C:4](=[O:22])[C@@H:5]([NH:9][C:10](=[O:21])[C:11]1[CH:16]=[CH:15][C:14]([N+:17]([O-:19])=[O:18])=[CH:13][C:12]=1[OH:20])[C@H:6](O)[CH3:7])[CH3:2].O=S(Cl)Cl.C(=O)([O-])[O-].[Na+].[Na+]. The catalyst is C(Cl)Cl. The product is [CH2:1]([NH:3][C:4]([C@@H:5]1[C@H:6]([CH3:7])[O:21][C:10]([C:11]2[CH:16]=[CH:15][C:14]([N+:17]([O-:19])=[O:18])=[CH:13][C:12]=2[OH:20])=[N:9]1)=[O:22])[CH3:2]. The yield is 0.830.